This data is from Catalyst prediction with 721,799 reactions and 888 catalyst types from USPTO. The task is: Predict which catalyst facilitates the given reaction. (1) Reactant: [C:1]([O:5][C:6](=[O:28])[NH:7][C:8]1([C:12]2[CH:17]=[CH:16][C:15]([C:18](=O)[CH:19](Br)[C:20]3[CH:25]=[CH:24][CH:23]=[CH:22][CH:21]=3)=[CH:14][CH:13]=2)[CH2:11][CH2:10][CH2:9]1)([CH3:4])([CH3:3])[CH3:2].C[O:30][C:31]1[CH:36]=[CH:35][N:34]=[C:33]([NH2:37])[N:32]=1. Product: [C:1]([O:5][C:6](=[O:28])[NH:7][C:8]1([C:12]2[CH:17]=[CH:16][C:15]([C:18]3[N:37]=[C:33]4[N:32]=[C:31]([OH:30])[CH:36]=[CH:35][N:34]4[C:19]=3[C:20]3[CH:21]=[CH:22][CH:23]=[CH:24][CH:25]=3)=[CH:14][CH:13]=2)[CH2:9][CH2:10][CH2:11]1)([CH3:4])([CH3:2])[CH3:3]. The catalyst class is: 3. (2) Reactant: [F:1][C:2]([F:7])([F:6])[C:3]([OH:5])=[O:4].[NH:8]1[C:12]2[CH:13]=[CH:14][CH:15]=[CH:16][C:11]=2[N:10]=[C:9]1[C:17]1[CH:37]=[CH:36][C:20]([C:21]([N:23]2[CH2:28][CH2:27][N:26](C(OC(C)(C)C)=O)[CH2:25][CH2:24]2)=[O:22])=[CH:19][CH:18]=1. Product: [F:1][C:2]([F:7])([F:6])[C:3]([OH:5])=[O:4].[NH:8]1[C:12]2[CH:13]=[CH:14][CH:15]=[CH:16][C:11]=2[N:10]=[C:9]1[C:17]1[CH:37]=[CH:36][C:20]([C:21]([N:23]2[CH2:24][CH2:25][NH:26][CH2:27][CH2:28]2)=[O:22])=[CH:19][CH:18]=1. The catalyst class is: 4. (3) Reactant: C([O:14][C:15]([C:17]1([O:20]/[N:21]=[C:22](/[C:51]2[N:52]=[C:53]([NH:56]C(OC(C)(C)C)=O)[S:54][CH:55]=2)\[C:23]([NH:25][C@@H:26]2[C:29](=[O:30])[N:28]([S:31]([OH:34])(=[O:33])=[O:32])[C@@H:27]2[CH2:35][N:36]2[CH2:40][C@@H:39]([CH2:41][NH:42]C(OC(C)(C)C)=O)[O:38][C:37]2=[O:50])=[O:24])[CH2:19][CH2:18]1)=[O:16])(C1C=CC=CC=1)C1C=CC=CC=1.C(O)(C(F)(F)F)=O. Product: [NH2:42][CH2:41][C@H:39]1[O:38][C:37](=[O:50])[N:36]([CH2:35][C@@H:27]2[C@H:26]([NH:25][C:23](=[O:24])/[C:22](=[N:21]\[O:20][C:17]3([C:15]([OH:16])=[O:14])[CH2:18][CH2:19]3)/[C:51]3[N:52]=[C:53]([NH2:56])[S:54][CH:55]=3)[C:29](=[O:30])[N:28]2[S:31]([OH:34])(=[O:32])=[O:33])[CH2:40]1. The catalyst class is: 2. (4) Reactant: [O:1]1[CH2:3][C@H:2]1[CH2:4]OS(C1C=CC=C([N+]([O-])=O)C=1)(=O)=O.[CH:18]1([NH:21][C:22](=[O:50])[C:23]2[CH:28]=[CH:27][C:26]([O:29][C:30]([C:43]3[CH:48]=[CH:47][CH:46]=[CH:45][CH:44]=3)([C:37]3[CH:42]=[CH:41][CH:40]=[CH:39][CH:38]=3)[C:31]3[CH:36]=[CH:35][CH:34]=[CH:33][CH:32]=3)=[CH:25][C:24]=2[OH:49])[CH2:20][CH2:19]1.C(=O)([O-])[O-].[Cs+].[Cs+]. Product: [CH:18]1([NH:21][C:22](=[O:50])[C:23]2[CH:28]=[CH:27][C:26]([O:29][C:30]([C:31]3[CH:36]=[CH:35][CH:34]=[CH:33][CH:32]=3)([C:37]3[CH:38]=[CH:39][CH:40]=[CH:41][CH:42]=3)[C:43]3[CH:44]=[CH:45][CH:46]=[CH:47][CH:48]=3)=[CH:25][C:24]=2[O:49][CH2:4][C@@H:2]2[CH2:3][O:1]2)[CH2:19][CH2:20]1. The catalyst class is: 9. (5) Reactant: [S:1]1[CH:5]=[CH:4][C:3]2[C:6](=[O:9])[CH2:7][CH2:8][C:2]1=2.[H-].[Na+].C(OC(=O)[C:16]1[CH:21]=[CH:20][CH:19]=[N:18][CH:17]=1)C.Cl.C1C[O:27][CH2:26]C1. Product: [N:18]1[CH:17]=[CH:16][CH:21]=[CH:20][C:19]=1[C:26]([CH:7]1[CH2:8][C:2]2[S:1][CH:5]=[CH:4][C:3]=2[C:6]1=[O:9])=[O:27]. The catalyst class is: 84. (6) Reactant: [CH3:1][C:2]1[N:7]=[CH:6][C:5]([C:8]2([C:14](=O)[CH3:15])[CH2:13][CH2:12][O:11][CH2:10][CH2:9]2)=[CH:4][N:3]=1.N.[BH3-]C#[N:20].[Na+]. Product: [CH3:1][C:2]1[N:7]=[CH:6][C:5]([C:8]2([CH:14]([NH2:20])[CH3:15])[CH2:13][CH2:12][O:11][CH2:10][CH2:9]2)=[CH:4][N:3]=1. The catalyst class is: 14. (7) Reactant: Cl.Cl.[CH3:3][N:4]([CH3:12])[C:5]1[CH:10]=[CH:9][CH:8]=[C:7]([NH2:11])[CH:6]=1.[CH2:13]([O:15][C:16](=[O:30])[CH:17]([C:22](=O)[C:23]1[CH:28]=[CH:27][CH:26]=[CH:25][CH:24]=1)[CH2:18][C:19](=O)[CH3:20])[CH3:14].C(N(CC)CC)C.CC1C=CC(S(O)(=O)=O)=CC=1. Product: [CH2:13]([O:15][C:16]([C:17]1[CH:18]=[C:19]([CH3:20])[N:11]([C:7]2[CH:8]=[CH:9][CH:10]=[C:5]([N:4]([CH3:12])[CH3:3])[CH:6]=2)[C:22]=1[C:23]1[CH:28]=[CH:27][CH:26]=[CH:25][CH:24]=1)=[O:30])[CH3:14]. The catalyst class is: 511.